Predict which catalyst facilitates the given reaction. From a dataset of Catalyst prediction with 721,799 reactions and 888 catalyst types from USPTO. (1) Reactant: [F:1][C:2]([F:11])([F:10])[C:3]([CH3:9])([CH3:8])[CH2:4][C:5](O)=[O:6].Cl.C[N:14](C)CCCN=C=NCC.ON1C2C=CC=CC=2N=N1.N. Product: [F:1][C:2]([F:11])([F:10])[C:3]([CH3:9])([CH3:8])[CH2:4][C:5]([NH2:14])=[O:6]. The catalyst class is: 47. (2) Reactant: Br[C:2]1[CH:11]=[C:10]2[C:5]([C:6]([Cl:15])=[C:7]([C:12]([NH2:14])=[O:13])[CH:8]=[N:9]2)=[CH:4][CH:3]=1.[CH3:16][C:17]1[C:21](B(O)O)=[C:20]([CH3:25])[O:19][N:18]=1.C(=O)([O-])[O-].[K+].[K+]. Product: [Cl:15][C:6]1[C:5]2[C:10](=[CH:11][C:2]([C:21]3[C:17]([CH3:16])=[N:18][O:19][C:20]=3[CH3:25])=[CH:3][CH:4]=2)[N:9]=[CH:8][C:7]=1[C:12]([NH2:14])=[O:13]. The catalyst class is: 70. (3) Reactant: [CH2:1]([O:3][C:4]([C:6]1[S:10][C:9]([NH2:11])=[N:8][C:7]=1[C:12]([F:15])([F:14])[F:13])=[O:5])[CH3:2].[C:16]([O:20][C:21]([O:23]C(OC(C)(C)C)=O)=[O:22])([CH3:19])([CH3:18])[CH3:17]. Product: [CH2:1]([O:3][C:4]([C:6]1[S:10][C:9]([NH:11][O:23][C:21]([O:20][C:16]([CH3:19])([CH3:18])[CH3:17])=[O:22])=[N:8][C:7]=1[C:12]([F:14])([F:15])[F:13])=[O:5])[CH3:2]. The catalyst class is: 119. (4) Reactant: [NH2:1][C:2]1[CH:3]=[CH:4][C:5]([C:8](O)=[O:9])=[N:6][CH:7]=1. Product: [NH2:1][C:2]1[CH:3]=[CH:4][C:5]([CH2:8][OH:9])=[N:6][CH:7]=1. The catalyst class is: 7. (5) Reactant: [CH3:1][CH:2]([CH3:6])[CH2:3][CH:4]=O.[Br:7][C:8]1[CH:13]=[CH:12][C:11]([NH:14]N)=[CH:10][CH:9]=1. Product: [Br:7][C:8]1[CH:13]=[C:12]2[C:11](=[CH:10][CH:9]=1)[NH:14][CH:4]=[C:3]2[CH:2]([CH3:6])[CH3:1]. The catalyst class is: 15. (6) Reactant: [BH4-].[Li+].[CH3:3][C:4]1[C:8]([C:9]2[C:18]3[O:17][CH:16]([C:19](OCC)=[O:20])[CH:15]([C:24]4[CH:29]=[CH:28][CH:27]=[CH:26][N:25]=4)[N:14]4[C:30](=[O:32])[NH:31][C:12]([C:13]=34)=[CH:11][CH:10]=2)=[C:7]([CH3:33])[O:6][N:5]=1. Product: [CH3:3][C:4]1[C:8]([C:9]2[C:18]3[O:17][CH:16]([CH2:19][OH:20])[CH:15]([C:24]4[CH:29]=[CH:28][CH:27]=[CH:26][N:25]=4)[N:14]4[C:30](=[O:32])[NH:31][C:12]([C:13]=34)=[CH:11][CH:10]=2)=[C:7]([CH3:33])[O:6][N:5]=1. The catalyst class is: 7. (7) Reactant: [Cl:1][C:2]1[N:10]([CH2:11][CH:12]=[CH2:13])[C:9]2[C:8](=[O:14])[NH:7][C:6](=[O:15])[NH:5][C:4]=2[N:3]=1.C(=O)([O-])[O-].[Na+].[Na+].[CH3:22][O:23][CH2:24][CH2:25][O:26][CH2:27]Cl. Product: [Cl:1][C:2]1[N:10]([CH2:11][CH:12]=[CH2:13])[C:9]2[C:8](=[O:14])[NH:7][C:6](=[O:15])[N:5]([CH2:22][O:23][CH2:24][CH2:25][O:26][CH3:27])[C:4]=2[N:3]=1. The catalyst class is: 3. (8) Reactant: [Si:1]([O:8][C:9]1[CH:10]=[C:11]([C@@H:15]2[CH2:20][CH2:19][N:18]([C:21]([O:23][C:24]([CH3:27])([CH3:26])[CH3:25])=[O:22])[CH2:17][C@H:16]2[OH:28])[CH:12]=[CH:13][CH:14]=1)([C:4]([CH3:7])([CH3:6])[CH3:5])([CH3:3])[CH3:2].C(N([CH2:34][CH3:35])CC)C.CN([C:39]1[CH:44]=[CH:43][CH:42]=[CH:41]N=1)C.[OH-].[NH4+].C([O:50][CH2:51][CH3:52])(=O)C. Product: [C:43]1([C:35]2[CH:34]=[CH:13][CH:14]=[CH:9][CH:10]=2)[CH:44]=[CH:39][C:52]([C:51]([O:28][C@@H:16]2[C@@H:15]([C:11]3[CH:12]=[CH:13][CH:14]=[C:9]([O:8][Si:1]([C:4]([CH3:7])([CH3:6])[CH3:5])([CH3:3])[CH3:2])[CH:10]=3)[CH2:20][CH2:19][N:18]([C:21]([O:23][C:24]([CH3:27])([CH3:26])[CH3:25])=[O:22])[CH2:17]2)=[O:50])=[CH:41][CH:42]=1. The catalyst class is: 10. (9) Reactant: [Cl:1][C:2]1[CH:3]=[N:4][C:5]([C:8]2[CH:13]=[CH:12][C:11]([CH:14]([NH:21][C:22]3[CH:40]=[CH:39][C:25]([C:26]([N:28]4[CH2:33][CH2:32][CH2:31][C@@H:30]([C:34]([O:36]CC)=[O:35])[CH2:29]4)=[O:27])=[CH:24][CH:23]=3)[CH2:15][CH2:16][C:17]([F:20])([F:19])[F:18])=[C:10]([CH3:41])[CH:9]=2)=[N:6][CH:7]=1.C(O)C.[OH-].[Na+].Cl. Product: [Cl:1][C:2]1[CH:3]=[N:4][C:5]([C:8]2[CH:13]=[CH:12][C:11]([CH:14]([NH:21][C:22]3[CH:40]=[CH:39][C:25]([C:26]([N:28]4[CH2:33][CH2:32][CH2:31][C@@H:30]([C:34]([OH:36])=[O:35])[CH2:29]4)=[O:27])=[CH:24][CH:23]=3)[CH2:15][CH2:16][C:17]([F:19])([F:18])[F:20])=[C:10]([CH3:41])[CH:9]=2)=[N:6][CH:7]=1. The catalyst class is: 7.